From a dataset of Microsomal clearance measurements from AstraZeneca. Regression/Classification. Given a drug SMILES string, predict its absorption, distribution, metabolism, or excretion properties. Task type varies by dataset: regression for continuous measurements (e.g., permeability, clearance, half-life) or binary classification for categorical outcomes (e.g., BBB penetration, CYP inhibition). For this dataset (clearance_microsome_az), we predict log10(clearance) (log10 of the in vitro intrinsic clearance, CLint, in uL/min per mg of human liver microsomal protein, equivalently mL/min/g; values are censored to the assay range of 3 to 150, which is 0.477 to 2.18 on this log10 scale). (1) The drug is Cc1cc(Cl)ccc1OC1CCN(C[C@H](O)CNC(=O)c2c[nH]c(=O)c3cc(S(C)(=O)=O)ccc23)CC1. The log10(clearance) is 1.15. (2) The molecule is COc1ccc(C(=O)NCc2cn(-c3cc(C)nc4ccc(OC)cc34)nn2)cc1. The log10(clearance) is 1.81. (3) The drug is CNC(=O)c1nc(-c2ccc(Cl)c(S(=O)(=O)Nc3cccc(F)c3F)c2)cnc1N. The log10(clearance) is 1.71. (4) The log10(clearance) is 1.23. The compound is CCOc1ccc(-n2c([C@@H](C)N(Cc3cccnc3)C(=O)Cc3ccc(C(F)(F)F)cc3)nc3ccccc3c2=O)cc1. (5) The drug is O=C(O)COc1ccc([N+](=O)[O-])cc1-c1ccccc1. The log10(clearance) is 0.480. (6) The drug is Clc1ccc2ncc(-c3cccc(NC4CNC4)n3)n2c1. The log10(clearance) is 0.480. (7) The drug is CC(C)NC(=O)c1ccc2c(Nc3ccc(Cl)cc3)nc(N3CCOCC3)nc2c1. The log10(clearance) is 0.480. (8) The molecule is Cc1ccc2nc(CCNCCCO)ccc2c1NC(=O)CC12CC3CC(CC(C3)C1)C2. The log10(clearance) is 1.52. (9) The drug is O=C(NCCc1ccccc1)c1cc(-n2ncc(=O)[nH]c2=O)ccc1Cl. The log10(clearance) is 0.480. (10) The molecule is CCN(Cc1cc(C(F)(F)F)ccc1-c1cc(CC(=O)O)ccc1OC)C(=O)NCc1ccccc1. The log10(clearance) is 1.83.